From a dataset of Reaction yield outcomes from USPTO patents with 853,638 reactions. Predict the reaction yield, written as a fraction of the theoretical maximum amount of product (1.0 means a 100% yield; for example, 0.34 means a 34% yield). The reactants are C([O:3][C:4]([C:6]1[CH:32]=[CH:31][CH:30]=[CH:29][C:7]=1[CH2:8][C:9]1[S:10][C:11]2[N:12]=[CH:13][N:14]=[C:15]([NH:18][C:19]3[CH:24]=[CH:23][C:22]([C:25]([F:28])([F:27])[F:26])=[CH:21][CH:20]=3)[C:16]=2[N:17]=1)=[CH2:5])C.Cl. The catalyst is C1COCC1.CCOC(C)=O. The product is [F:27][C:25]([F:26])([F:28])[C:22]1[CH:23]=[CH:24][C:19]([NH:18][C:15]2[C:16]3[N:17]=[C:9]([CH2:8][C:7]4[CH:29]=[CH:30][CH:31]=[CH:32][C:6]=4[C:4](=[O:3])[CH3:5])[S:10][C:11]=3[N:12]=[CH:13][N:14]=2)=[CH:20][CH:21]=1. The yield is 0.690.